This data is from Catalyst prediction with 721,799 reactions and 888 catalyst types from USPTO. The task is: Predict which catalyst facilitates the given reaction. (1) Reactant: CN(C=O)C.CS(O[CH2:11][CH2:12][O:13][CH2:14][CH2:15][O:16][CH2:17][CH2:18][O:19][CH2:20][CH2:21][O:22][C:23]12[CH2:32][CH:27]3[CH2:28][CH:29]([CH2:31][CH:25]([CH2:26]3)[CH2:24]1)[CH2:30]2)(=O)=O.[N-:33]=[N+:34]=[N-:35].[Na+].ClCCl. Product: [N:33]([CH2:11][CH2:12][O:13][CH2:14][CH2:15][O:16][CH2:17][CH2:18][O:19][CH2:20][CH2:21][O:22][C:23]12[CH2:32][CH:27]3[CH2:28][CH:29]([CH2:31][CH:25]([CH2:26]3)[CH2:24]1)[CH2:30]2)=[N+:34]=[N-:35]. The catalyst class is: 72. (2) Product: [CH3:14][O:15][C:16]1[CH:21]=[CH:20][CH:19]=[CH:18][C:17]=1[C:22]1[CH:30]=[C:29]2[C:25]([C:26](=[CH:11][C:8]3[NH:9][CH:10]=[C:6]([CH2:5][CH2:4][C:1]([OH:3])=[O:2])[C:7]=3[CH3:13])[C:27](=[O:31])[NH:28]2)=[CH:24][CH:23]=1. Reactant: [C:1]([CH2:4][CH2:5][C:6]1[C:7]([CH3:13])=[C:8]([CH:11]=O)[NH:9][CH:10]=1)([OH:3])=[O:2].[CH3:14][O:15][C:16]1[CH:21]=[CH:20][CH:19]=[CH:18][C:17]=1[C:22]1[CH:30]=[C:29]2[C:25]([CH2:26][C:27](=[O:31])[NH:28]2)=[CH:24][CH:23]=1. The catalyst class is: 495. (3) Reactant: C(OC([N:8]1[CH2:13][CH:12]=[C:11]([C:14]2[CH:15]=[CH:16][C:17]([CH2:20][C@@H:21]([C:33]([O:35][CH3:36])=[O:34])[NH:22][C:23](=[O:32])[C:24]3[C:29]([Cl:30])=[CH:28][CH:27]=[CH:26][C:25]=3[Cl:31])=[N:18][CH:19]=2)[CH2:10][CH2:9]1)=O)(C)(C)C.Cl.O1CCOCC1.CO.N.CO. Product: [Cl:31][C:25]1[CH:26]=[CH:27][CH:28]=[C:29]([Cl:30])[C:24]=1[C:23]([NH:22][C@H:21]([C:33]([O:35][CH3:36])=[O:34])[CH2:20][C:17]1[N:18]=[CH:19][C:14]([C:11]2[CH2:12][CH2:13][NH:8][CH2:9][CH:10]=2)=[CH:15][CH:16]=1)=[O:32]. The catalyst class is: 12. (4) Reactant: [OH:1][CH:2]([CH2:15][O:16][C:17]1[CH:22]=[CH:21][C:20]([CH2:23][CH2:24][CH2:25][CH2:26][CH2:27][CH2:28][CH2:29][CH3:30])=[CH:19][CH:18]=1)[CH2:3][N:4]1[C:12]2[C:7](=[CH:8][C:9]([C:13]#[N:14])=[CH:10][CH:11]=2)[CH:6]=[CH:5]1.[OH-:31].[K+].Cl. Product: [OH:1][CH:2]([CH2:15][O:16][C:17]1[CH:18]=[CH:19][C:20]([CH2:23][CH2:24][CH2:25][CH2:26][CH2:27][CH2:28][CH2:29][CH3:30])=[CH:21][CH:22]=1)[CH2:3][N:4]1[C:12]2[C:7](=[CH:8][C:9]([C:13]([NH2:14])=[O:31])=[CH:10][CH:11]=2)[CH:6]=[CH:5]1. The catalyst class is: 371. (5) Reactant: C(C(O)=O)(F)(F)F.C([O:12][C:13](=[O:41])[CH2:14][N:15]([S:23]([C:26]1[CH:35]=[C:34]2[C:29]([C:30]([Cl:40])=[CH:31][N:32]=[C:33]2[NH:36][C:37]([NH2:39])=[NH:38])=[CH:28][CH:27]=1)(=[O:25])=[O:24])[CH2:16][C:17]1[CH:18]=[N:19][CH:20]=[CH:21][CH:22]=1)(C)(C)C. Product: [ClH:40].[ClH:40].[Cl:40][C:30]1[C:29]2[C:34](=[CH:35][C:26]([S:23]([N:15]([CH2:16][C:17]3[CH:18]=[N:19][CH:20]=[CH:21][CH:22]=3)[CH2:14][C:13]([OH:41])=[O:12])(=[O:24])=[O:25])=[CH:27][CH:28]=2)[C:33]([NH:36][C:37]([NH2:39])=[NH:38])=[N:32][CH:31]=1. The catalyst class is: 2. (6) Product: [CH3:16][N:5]1[C:6]2[C:11](=[CH:10][CH:9]=[C:8]([C:12]([O:14][CH3:15])=[O:13])[CH:7]=2)[C:3]([CH2:1][NH:41][C:37]2[N:36]([C:17]([C:18]3[CH:23]=[CH:22][CH:21]=[CH:20][CH:19]=3)([C:30]3[CH:31]=[CH:32][CH:33]=[CH:34][CH:35]=3)[C:24]3[CH:25]=[CH:26][CH:27]=[CH:28][CH:29]=3)[CH:40]=[CH:39][N:38]=2)=[N:4]1. The catalyst class is: 11. Reactant: [CH:1]([C:3]1[C:11]2[C:6](=[CH:7][C:8]([C:12]([O:14][CH3:15])=[O:13])=[CH:9][CH:10]=2)[N:5]([CH3:16])[N:4]=1)=O.[C:17]([N:36]1[CH:40]=[CH:39][N:38]=[C:37]1[NH2:41])([C:30]1[CH:35]=[CH:34][CH:33]=[CH:32][CH:31]=1)([C:24]1[CH:29]=[CH:28][CH:27]=[CH:26][CH:25]=1)[C:18]1[CH:23]=[CH:22][CH:21]=[CH:20][CH:19]=1.C(O[BH-](OC(=O)C)OC(=O)C)(=O)C.[Na+].O.